From a dataset of NCI-60 drug combinations with 297,098 pairs across 59 cell lines. Regression. Given two drug SMILES strings and cell line genomic features, predict the synergy score measuring deviation from expected non-interaction effect. (1) Drug 1: C1=CN(C(=O)N=C1N)C2C(C(C(O2)CO)O)O.Cl. Drug 2: C1CN1C2=NC(=NC(=N2)N3CC3)N4CC4. Cell line: PC-3. Synergy scores: CSS=21.8, Synergy_ZIP=-12.6, Synergy_Bliss=-8.90, Synergy_Loewe=-2.84, Synergy_HSA=-1.76. (2) Drug 1: C1=C(C(=O)NC(=O)N1)F. Drug 2: C(=O)(N)NO. Cell line: IGROV1. Synergy scores: CSS=39.4, Synergy_ZIP=8.94, Synergy_Bliss=8.22, Synergy_Loewe=0.173, Synergy_HSA=9.76. (3) Drug 1: CC(CN1CC(=O)NC(=O)C1)N2CC(=O)NC(=O)C2. Drug 2: C1CNP(=O)(OC1)N(CCCl)CCCl. Cell line: PC-3. Synergy scores: CSS=19.2, Synergy_ZIP=-5.74, Synergy_Bliss=-2.08, Synergy_Loewe=-2.62, Synergy_HSA=0.294. (4) Drug 1: C1=NC2=C(N1)C(=S)N=C(N2)N. Drug 2: C1CN(CCN1C(=O)CCBr)C(=O)CCBr. Cell line: SK-MEL-2. Synergy scores: CSS=16.2, Synergy_ZIP=-3.73, Synergy_Bliss=4.58, Synergy_Loewe=-8.13, Synergy_HSA=-0.715.